From a dataset of Reaction yield outcomes from USPTO patents with 853,638 reactions. Predict the reaction yield, written as a fraction of the theoretical maximum amount of product (1.0 means a 100% yield; for example, 0.34 means a 34% yield). The reactants are [CH3:1][C:2]1([CH3:17])[C:13]2[C:14]3[N:5]([C:6](=[O:16])[C:7](=[O:15])[NH:8][C:9]=3[CH:10]=[CH:11][CH:12]=2)[CH2:4][CH2:3]1.C(=O)([O-])[O-].[Cs+].[Cs+].Br[CH2:25]/[CH:26]=[C:27](\[CH3:34])/[CH2:28][CH2:29][CH:30]=[C:31]([CH3:33])[CH3:32].O. The catalyst is CN(C=O)C. The product is [CH3:34]/[C:27](/[CH2:28][CH2:29][CH:30]=[C:31]([CH3:33])[CH3:32])=[CH:26]\[CH2:25][N:8]1[C:9]2[CH:10]=[CH:11][CH:12]=[C:13]3[C:2]([CH3:17])([CH3:1])[CH2:3][CH2:4][N:5]([C:14]=23)[C:6](=[O:16])[C:7]1=[O:15]. The yield is 0.530.